From a dataset of Forward reaction prediction with 1.9M reactions from USPTO patents (1976-2016). Predict the product of the given reaction. Given the reactants [F:1][C:2]1[C:7]2[CH2:8][CH2:9][CH2:10][NH:11][CH2:12][C:6]=2[CH:5]=[CH:4][C:3]=1[NH2:13].NC1C=CC2CN([C:25]([O:27][C:28]([CH3:31])([CH3:30])[CH3:29])=[O:26])CCCC=2C=1.ClCCl, predict the reaction product. The product is: [NH2:13][C:3]1[CH:4]=[CH:5][C:6]2[CH2:12][N:11]([C:25]([O:27][C:28]([CH3:31])([CH3:30])[CH3:29])=[O:26])[CH2:10][CH2:9][CH2:8][C:7]=2[C:2]=1[F:1].